Dataset: Forward reaction prediction with 1.9M reactions from USPTO patents (1976-2016). Task: Predict the product of the given reaction. (1) The product is: [C:1]([O:5][C:6]([NH:8][C@@H:9]([CH2:25][CH2:26][CH2:27][NH:28][C:29]([O:44][CH2:43][C:40]1[CH:41]=[CH:42][C:37]([CH3:36])=[CH:38][CH:39]=1)=[O:30])[C:10]([NH:12][C:13]1[CH:18]=[CH:17][CH:16]=[CH:15][C:14]=1[CH2:19][CH2:20][C:21]([O:23][CH3:24])=[O:22])=[O:11])=[O:7])([CH3:2])([CH3:3])[CH3:4]. Given the reactants [C:1]([O:5][C:6]([NH:8][C@@H:9]([CH2:25][CH2:26][CH2:27][NH:28][C:29](N1C=CN=C1)=[O:30])[C:10]([NH:12][C:13]1[CH:18]=[CH:17][CH:16]=[CH:15][C:14]=1[CH2:19][CH2:20][C:21]([O:23][CH3:24])=[O:22])=[O:11])=[O:7])([CH3:4])([CH3:3])[CH3:2].[CH3:36][C:37]1[CH:42]=[CH:41][C:40]([CH2:43][OH:44])=[CH:39][CH:38]=1, predict the reaction product. (2) Given the reactants Cl.[CH3:2][O:3][C:4]1[CH:9]=[CH:8][C:7]([N:10]2[CH:18]=[N:17][C:16]3[C:11]2=[N:12][C:13]([NH:19][C:20]2[CH:21]=[N:22][N:23]([CH:25]4[CH2:30][CH2:29][NH:28][CH2:27][CH2:26]4)[CH:24]=2)=[N:14][CH:15]=3)=[CH:6][CH:5]=1.C([O-])([O-])=O.[K+].[K+].Br[CH2:38][CH2:39][O:40][CH3:41], predict the reaction product. The product is: [CH3:41][O:40][CH2:39][CH2:38][N:28]1[CH2:29][CH2:30][CH:25]([N:23]2[CH:24]=[C:20]([NH:19][C:13]3[N:12]=[C:11]4[C:16]([N:17]=[CH:18][N:10]4[C:7]4[CH:8]=[CH:9][C:4]([O:3][CH3:2])=[CH:5][CH:6]=4)=[CH:15][N:14]=3)[CH:21]=[N:22]2)[CH2:26][CH2:27]1.